This data is from Catalyst prediction with 721,799 reactions and 888 catalyst types from USPTO. The task is: Predict which catalyst facilitates the given reaction. Reactant: Cl.[CH2:2]([O:9][C:10](=[O:16])[C@H:11]1[CH2:15][CH2:14][CH2:13][NH:12]1)[C:3]1[CH:8]=[CH:7][CH:6]=[CH:5][CH:4]=1.[N:17]1[C:22]([C:23]([OH:25])=O)=[CH:21][CH:20]=[CH:19][C:18]=1[C:26]([OH:28])=O. Product: [CH2:2]([O:9][C:10]([C@H:11]1[CH2:15][CH2:14][CH2:13][N:12]1[C:23]([C:22]1[CH:21]=[CH:20][CH:19]=[C:18]([C:26]([N:12]2[CH2:13][CH2:14][CH2:15][C@@H:11]2[C:10]([O:9][CH2:2][C:3]2[CH:8]=[CH:7][CH:6]=[CH:5][CH:4]=2)=[O:16])=[O:28])[N:17]=1)=[O:25])=[O:16])[C:3]1[CH:4]=[CH:5][CH:6]=[CH:7][CH:8]=1. The catalyst class is: 25.